This data is from Full USPTO retrosynthesis dataset with 1.9M reactions from patents (1976-2016). The task is: Predict the reactants needed to synthesize the given product. (1) The reactants are: Br[C:2]1[CH:3]=[CH:4][CH:5]=[C:6]2[C:11]=1[CH:10]=[N:9][CH:8]=[CH:7]2.CC(C)([O-])C.[Na+].[CH3:18][N:19]1[CH2:24][CH2:23][NH:22][CH2:21][CH2:20]1.C([O-])([O-])=O.[K+].[K+]. Given the product [CH3:18][N:19]1[CH2:24][CH2:23][N:22]([C:2]2[CH:3]=[CH:4][CH:5]=[C:6]3[C:11]=2[CH:10]=[N:9][CH:8]=[CH:7]3)[CH2:21][CH2:20]1, predict the reactants needed to synthesize it. (2) The reactants are: Br[C:2]1[CH:3]=[C:4]2[C:10]([C@@H:11]([C:13]3[C:18]([O:19][CH3:20])=[CH:17][CH:16]=[C:15]([F:21])[C:14]=3[Cl:22])[CH3:12])=[CH:9][NH:8][C:5]2=[N:6][CH:7]=1.[CH3:23][C:24]1[N:28]([C@H:29]2[CH2:34][CH2:33][C@H:32]([C:35]([O:37][CH2:38][CH3:39])=[O:36])[CH2:31][CH2:30]2)[N:27]=[CH:26][C:25]=1B1OC(C)(C)C(C)(C)O1.[F-].[K+].O. Given the product [Cl:22][C:14]1[C:15]([F:21])=[CH:16][CH:17]=[C:18]([O:19][CH3:20])[C:13]=1[C@H:11]([C:10]1[C:4]2[C:5](=[N:6][CH:7]=[C:2]([C:25]3[CH:26]=[N:27][N:28]([C@H:29]4[CH2:30][CH2:31][C@H:32]([C:35]([O:37][CH2:38][CH3:39])=[O:36])[CH2:33][CH2:34]4)[C:24]=3[CH3:23])[CH:3]=2)[NH:8][CH:9]=1)[CH3:12], predict the reactants needed to synthesize it. (3) Given the product [C:1]([CH2:8][N:9]1[CH2:22][CH2:21][CH2:20][NH:19][CH2:18][CH2:17][N:16]([CH2:23][C:24]([O:26][C:27]([CH3:29])([CH3:30])[CH3:28])=[O:25])[CH2:15][CH2:14][CH2:13][N:12]([CH2:31][C:32]2[CH:33]=[CH:34][C:35]([NH2:38])=[CH:36][CH:37]=2)[CH2:11][CH2:10]1)([O:3][C:4]([CH3:5])([CH3:6])[CH3:7])=[O:2], predict the reactants needed to synthesize it. The reactants are: [C:1]([CH2:8][N:9]1[CH2:22][CH2:21][CH2:20][NH:19][CH2:18][CH2:17][N:16]([CH2:23][C:24]([O:26][C:27]([CH3:30])([CH3:29])[CH3:28])=[O:25])[CH2:15][CH2:14][CH2:13][N:12]([CH2:31][C:32]2[CH:37]=[CH:36][C:35]([N+:38]([O-])=O)=[CH:34][CH:33]=2)[CH2:11][CH2:10]1)([O:3][C:4]([CH3:7])([CH3:6])[CH3:5])=[O:2].CCOCC. (4) Given the product [ClH:44].[CH3:29][O:28][C:26]([C:18]12[CH2:24][CH:22]3[CH2:21][CH:20]([CH2:25][C:16]([CH2:15][N:12]4[CH2:13][CH2:14][CH:9]([N:8]([C:5]5[CH:4]=[CH:3][C:2]([CH3:1])=[CH:7][N:6]=5)[C:42]([C:38]5[O:37][CH:41]=[CH:40][CH:39]=5)=[O:43])[CH2:10][CH2:11]4)([CH2:23]3)[CH2:17]1)[CH2:19]2)=[O:27], predict the reactants needed to synthesize it. The reactants are: [CH3:1][C:2]1[CH:3]=[CH:4][C:5]([NH:8][CH:9]2[CH2:14][CH2:13][N:12]([CH2:15][C:16]34[CH2:25][CH:20]5[CH2:21][CH:22]([CH2:24][C:18]([C:26]([O:28][CH3:29])=[O:27])([CH2:19]5)[CH2:17]3)[CH2:23]4)[CH2:11][CH2:10]2)=[N:6][CH:7]=1.C(N(CC)CC)C.[O:37]1[CH:41]=[CH:40][CH:39]=[C:38]1[C:42]([Cl:44])=[O:43].O.N. (5) Given the product [F:35][C:2]1([F:1])[O:6][C:5]2[CH:7]=[CH:8][C:9]([C:11]3([C:14]([NH:16][C@@H:17]4[CH2:22][C:21]([CH3:24])([CH3:23])[O:20][C@@H:19]([C:25]5[CH:26]=[CH:27][C:28]([C:29]([OH:31])=[O:30])=[CH:33][CH:34]=5)[CH2:18]4)=[O:15])[CH2:12][CH2:13]3)=[CH:10][C:4]=2[O:3]1, predict the reactants needed to synthesize it. The reactants are: [F:1][C:2]1([F:35])[O:6][C:5]2[CH:7]=[CH:8][C:9]([C:11]3([C:14]([NH:16][C@@H:17]4[CH2:22][C:21]([CH3:24])([CH3:23])[O:20][C@@H:19]([C:25]5[CH:34]=[CH:33][C:28]([C:29]([O:31]C)=[O:30])=[CH:27][CH:26]=5)[CH2:18]4)=[O:15])[CH2:13][CH2:12]3)=[CH:10][C:4]=2[O:3]1.FC1(F)OC2C=CC(C3(C(N[C@H]4CCO[C@@H](C5C=C(C=CC=5)C(OC)=O)C4)=O)CC3)=CC=2O1.